Dataset: Reaction yield outcomes from USPTO patents with 853,638 reactions. Task: Predict the reaction yield, written as a fraction of the theoretical maximum amount of product (1.0 means a 100% yield; for example, 0.34 means a 34% yield). (1) The reactants are [Br:1][C:2]1[C:3]([O:13][CH3:14])=[C:4]([C:10](=O)[CH3:11])[CH:5]=[C:6]([Cl:9])[C:7]=1[F:8].C([O-])(=O)C.[NH4+].C([BH3-])#[N:21].[Na+]. The catalyst is C(#N)C.CO. The product is [Br:1][C:2]1[C:3]([O:13][CH3:14])=[C:4]([CH:10]([NH2:21])[CH3:11])[CH:5]=[C:6]([Cl:9])[C:7]=1[F:8]. The yield is 0.230. (2) The yield is 0.700. The product is [CH3:1][C:2]([Si:5]([CH3:28])([CH3:27])[O:6][C@H:7]1[C@@H:12]([N:13]2[CH2:17][CH2:16][O:15][C:14]2=[O:19])[CH2:11][CH2:10][N:9]([CH2:20][C:21]2[CH:26]=[CH:25][CH:24]=[CH:23][CH:22]=2)[CH2:8]1)([CH3:4])[CH3:3]. The reactants are [CH3:1][C:2]([Si:5]([CH3:28])([CH3:27])[O:6][C@H:7]1[C@@H:12]([NH:13][C:14](=[O:19])[O:15][CH2:16][CH2:17]Cl)[CH2:11][CH2:10][N:9]([CH2:20][C:21]2[CH:26]=[CH:25][CH:24]=[CH:23][CH:22]=2)[CH2:8]1)([CH3:4])[CH3:3].[H-].[Na+]. The catalyst is CN(C=O)C. (3) The reactants are C[O:2][C:3]([C:5]1[S:9][C:8]([N:10]2[CH2:15][CH2:14][N:13]([S:16]([C:19]3[CH:24]=[CH:23][C:22]([C:25]([F:28])([F:27])[F:26])=[CH:21][CH:20]=3)(=[O:18])=[O:17])[CH2:12][CH2:11]2)=[N:7][CH:6]=1)=O.Cl.[NH2:30][OH:31].C[O-].[Na+].CO.Cl. The catalyst is O1CCOCC1. The product is [OH:31][NH:30][C:3]([C:5]1[S:9][C:8]([N:10]2[CH2:11][CH2:12][N:13]([S:16]([C:19]3[CH:20]=[CH:21][C:22]([C:25]([F:26])([F:28])[F:27])=[CH:23][CH:24]=3)(=[O:18])=[O:17])[CH2:14][CH2:15]2)=[N:7][CH:6]=1)=[O:2]. The yield is 0.160.